This data is from Full USPTO retrosynthesis dataset with 1.9M reactions from patents (1976-2016). The task is: Predict the reactants needed to synthesize the given product. (1) Given the product [CH2:3]([O:5][C:6](=[O:28])[CH2:7][C:8]1[CH:9]=[N:10][CH:11]=[C:12]([C:14]2[CH:19]=[CH:18][C:17]([C:20]([F:21])([F:23])[F:22])=[CH:16][C:15]=2[CH2:24][N:25]([C:37](=[O:38])[CH2:36][C:33]2[CH:32]=[N:31][C:30]([Cl:29])=[CH:35][CH:34]=2)[CH2:26][CH3:27])[CH:13]=1)[CH3:4], predict the reactants needed to synthesize it. The reactants are: Cl.Cl.[CH2:3]([O:5][C:6](=[O:28])[CH2:7][C:8]1[CH:9]=[N:10][CH:11]=[C:12]([C:14]2[CH:19]=[CH:18][C:17]([C:20]([F:23])([F:22])[F:21])=[CH:16][C:15]=2[CH2:24][NH:25][CH2:26][CH3:27])[CH:13]=1)[CH3:4].[Cl:29][C:30]1[CH:35]=[CH:34][C:33]([CH2:36][C:37](O)=[O:38])=[CH:32][N:31]=1. (2) Given the product [Cl:25][C:26]1[CH:33]=[CH:32][C:29](/[CH:30]=[C:19]2\[N:18]=[C:16]([C:15]3[CH:14]=[CH:13][C:12]([O:11][CH2:10][CH2:9][C:6]4[CH:5]=[CH:4][C:3]([O:2][CH3:1])=[CH:8][CH:7]=4)=[CH:24][CH:23]=3)[O:22][C:20]\2=[O:21])=[CH:28][CH:27]=1, predict the reactants needed to synthesize it. The reactants are: [CH3:1][O:2][C:3]1[CH:8]=[CH:7][C:6]([CH2:9][CH2:10][O:11][C:12]2[CH:24]=[CH:23][C:15]([C:16]([NH:18][CH2:19][C:20]([OH:22])=[O:21])=O)=[CH:14][CH:13]=2)=[CH:5][CH:4]=1.[Cl:25][C:26]1[CH:33]=[CH:32][C:29]([CH:30]=O)=[CH:28][CH:27]=1.C([O-])(=O)C.[Na+].C(OC(=O)C)(=O)C. (3) The reactants are: [NH2:1][C:2]1[C:10]([OH:11])=[CH:9][C:5]([C:6]([OH:8])=[O:7])=[C:4]([NH:12][C:13]2[CH:18]=[CH:17][CH:16]=[CH:15][C:14]=2[F:19])[C:3]=1[F:20].[C:21]1(C)C=CC(S([O-])(=O)=O)=CC=1.[NH+]1C=CC=CC=1.S(=O)(=O)(O)O.S1(CCCC1)(=O)=O.C(OC)(=O)C.COC(OC)OC. Given the product [F:20][C:3]1[C:2]2[N:1]=[CH:21][O:11][C:10]=2[CH:9]=[C:5]([C:6]([OH:8])=[O:7])[C:4]=1[NH:12][C:13]1[CH:18]=[CH:17][CH:16]=[CH:15][C:14]=1[F:19], predict the reactants needed to synthesize it. (4) Given the product [CH3:18][C:15]1[CH:16]=[CH:11][N:12]=[C:13]([O:9][C:5]2[CH:4]=[C:3]([CH2:2][OH:1])[CH:8]=[CH:7][CH:6]=2)[CH:14]=1, predict the reactants needed to synthesize it. The reactants are: [OH:1][CH2:2][C:3]1[CH:4]=[C:5]([OH:9])[CH:6]=[CH:7][CH:8]=1.F[C:11]1[C:16](C)=[CH:15][CH:14]=[CH:13][N:12]=1.[C:18](=O)([O-])[O-].[Cs+].[Cs+]. (5) Given the product [F:21][C:18]1[CH:19]=[CH:20][C:15]([N:8]([CH2:7][C:5]2[N:6]=[C:2]([N:22]3[CH2:27][CH2:26][CH2:25][CH:24]([CH2:28][OH:29])[CH2:23]3)[S:3][CH:4]=2)[C:9](=[O:14])[C:10]([CH3:13])([CH3:12])[CH3:11])=[CH:16][CH:17]=1, predict the reactants needed to synthesize it. The reactants are: Br[C:2]1[S:3][CH:4]=[C:5]([CH2:7][N:8]([C:15]2[CH:20]=[CH:19][C:18]([F:21])=[CH:17][CH:16]=2)[C:9](=[O:14])[C:10]([CH3:13])([CH3:12])[CH3:11])[N:6]=1.[NH:22]1[CH2:27][CH2:26][CH2:25][CH:24]([CH2:28][OH:29])[CH2:23]1. (6) Given the product [CH:1]1([CH:7]([NH2:39])[CH2:8][CH2:9][N:10]2[CH2:11][CH2:12][CH:13]([N:16]([CH2:30][CH3:31])[C:17](=[O:29])[CH2:18][C:19]3[CH:24]=[CH:23][C:22]([S:25]([CH3:28])(=[O:26])=[O:27])=[CH:21][CH:20]=3)[CH2:14][CH2:15]2)[CH2:6][CH2:5][CH2:4][CH2:3][CH2:2]1, predict the reactants needed to synthesize it. The reactants are: [CH:1]1([C:7]([NH2:39])(C(OC(C)(C)C)=O)[CH2:8][CH2:9][N:10]2[CH2:15][CH2:14][CH:13]([N:16]([CH2:30][CH3:31])[C:17](=[O:29])[CH2:18][C:19]3[CH:24]=[CH:23][C:22]([S:25]([CH3:28])(=[O:27])=[O:26])=[CH:21][CH:20]=3)[CH2:12][CH2:11]2)[CH2:6][CH2:5][CH2:4][CH2:3][CH2:2]1.